This data is from Reaction yield outcomes from USPTO patents with 853,638 reactions. The task is: Predict the reaction yield, written as a fraction of the theoretical maximum amount of product (1.0 means a 100% yield; for example, 0.34 means a 34% yield). (1) The reactants are O[C:2]1([C:16]2[CH:21]=[CH:20][C:19]([CH:22]([CH3:24])[CH3:23])=[CH:18][C:17]=2[O:25][CH3:26])[C:10](=[O:11])[C:9]2[C:4](=[CH:5][CH:6]=[CH:7][C:8]=2[N+:12]([O-:14])=[O:13])[C:3]1=[O:15].S(Cl)([Cl:29])=O. No catalyst specified. The product is [Cl:29][C:2]1([C:16]2[CH:21]=[CH:20][C:19]([CH:22]([CH3:24])[CH3:23])=[CH:18][C:17]=2[O:25][CH3:26])[C:10](=[O:11])[C:9]2[C:4](=[CH:5][CH:6]=[CH:7][C:8]=2[N+:12]([O-:14])=[O:13])[C:3]1=[O:15]. The yield is 0.770. (2) The reactants are [Cl:1][C:2]1[CH:7]=[CH:6][CH:5]=[C:4]([Cl:8])[C:3]=1[C:9]1[C:13]([CH2:14][O:15][C:16]2[CH:21]=[CH:20][C:19]([C:22]3[CH:23]=[C:24]4[C:29](=[CH:30][CH:31]=3)[C:28]([C:32]([NH2:34])=O)=[CH:27][CH:26]=[CH:25]4)=[CH:18][CH:17]=2)=[C:12]([CH:35]([CH3:37])[CH3:36])[O:11][N:10]=1.C(N(CC)CC)C.O(Cl)Cl.P(Cl)(Cl)(Cl)=O.C(=O)([O-])O.[NH4+]. The catalyst is C(Cl)Cl. The product is [Cl:8][C:4]1[CH:5]=[CH:6][CH:7]=[C:2]([Cl:1])[C:3]=1[C:9]1[C:13]([CH2:14][O:15][C:16]2[CH:17]=[CH:18][C:19]([C:22]3[CH:23]=[C:24]4[C:29](=[CH:30][CH:31]=3)[C:28]([C:32]#[N:34])=[CH:27][CH:26]=[CH:25]4)=[CH:20][CH:21]=2)=[C:12]([CH:35]([CH3:37])[CH3:36])[O:11][N:10]=1. The yield is 0.980.